Dataset: Full USPTO retrosynthesis dataset with 1.9M reactions from patents (1976-2016). Task: Predict the reactants needed to synthesize the given product. Given the product [CH3:24][CH:23]([CH3:25])[C@H:18]([N:13]1[CH2:12][C:11]2[C:15](=[CH:16][C:8]([C:5]3[CH:4]=[CH:3][C:2]([NH:1][C:37]([C:35]4[N:36]=[C:32]([C:26]5[CH:31]=[CH:30][CH:29]=[CH:28][CH:27]=5)[O:33][C:34]=4[CH3:40])=[O:38])=[CH:7][N:6]=3)=[CH:9][CH:10]=2)[C:14]1=[O:17])[C:19]([O:21][CH3:22])=[O:20], predict the reactants needed to synthesize it. The reactants are: [NH2:1][C:2]1[CH:3]=[CH:4][C:5]([C:8]2[CH:16]=[C:15]3[C:11]([CH2:12][N:13]([C@@H:18]([CH:23]([CH3:25])[CH3:24])[C:19]([O:21][CH3:22])=[O:20])[C:14]3=[O:17])=[CH:10][CH:9]=2)=[N:6][CH:7]=1.[C:26]1([C:32]2[O:33][C:34]([C:40](F)(F)F)=[C:35]([C:37](O)=[O:38])[N:36]=2)[CH:31]=[CH:30][CH:29]=[CH:28][CH:27]=1.